This data is from Full USPTO retrosynthesis dataset with 1.9M reactions from patents (1976-2016). The task is: Predict the reactants needed to synthesize the given product. (1) Given the product [Br:1][C:2]1[CH:3]=[CH:4][C:5]([F:12])=[C:6]([C:8](=[O:11])[CH2:9][CH3:10])[CH:7]=1, predict the reactants needed to synthesize it. The reactants are: [Br:1][C:2]1[CH:3]=[CH:4][C:5]([F:12])=[C:6]([CH:8]([OH:11])[CH2:9][CH3:10])[CH:7]=1.[O-2].[Al+3].[O-2].[O-2].[Al+3].[Cr](Cl)([O-])(=O)=O.[NH+]1C=CC=CC=1. (2) The reactants are: [OH:1][C:2]1[CH:10]=[CH:9][CH:8]=[C:7]2[C:3]=1[CH:4]=[CH:5][NH:6]2.[Br:11][CH2:12][CH2:13][CH2:14][CH2:15][CH2:16]Br.C(=O)([O-])[O-].[K+].[K+]. Given the product [Br:11][CH2:12][CH2:13][CH2:14][CH2:15][CH2:16][O:1][C:2]1[CH:10]=[CH:9][CH:8]=[C:7]2[C:3]=1[CH:4]=[CH:5][NH:6]2, predict the reactants needed to synthesize it. (3) Given the product [O:11]=[S:8]1(=[O:12])[CH2:9][CH2:10][CH:5]([O:4][C:3]2[CH:13]=[CH:14][CH:15]=[CH:16][C:2]=2[N:17]2[CH2:22][CH2:21][NH:20][CH2:19][CH2:18]2)[CH2:6][CH2:7]1, predict the reactants needed to synthesize it. The reactants are: Br[C:2]1[CH:16]=[CH:15][CH:14]=[CH:13][C:3]=1[O:4][CH:5]1[CH2:10][CH2:9][S:8](=[O:12])(=[O:11])[CH2:7][CH2:6]1.[NH:17]1[CH2:22][CH2:21][NH:20][CH2:19][CH2:18]1.